Dataset: Forward reaction prediction with 1.9M reactions from USPTO patents (1976-2016). Task: Predict the product of the given reaction. (1) Given the reactants Cl[C:2]1[C:7]([C:8]([N:10]([CH2:31][CH2:32][OH:33])[C:11]2[CH:12]=[C:13]3[C:17](=[CH:18][CH:19]=2)[N:16]([C:20]2[CH:25]=[CH:24][CH:23]=[C:22]([O:26][C:27]([F:30])([F:29])[F:28])[CH:21]=2)[CH:15]=[CH:14]3)=[O:9])=[C:6]([Cl:34])[N:5]=[CH:4][N:3]=1.C(N(CC)CC)C, predict the reaction product. The product is: [Cl:34][C:6]1[C:7]2[C:8](=[O:9])[N:10]([C:11]3[CH:12]=[C:13]4[C:17](=[CH:18][CH:19]=3)[N:16]([C:20]3[CH:25]=[CH:24][CH:23]=[C:22]([O:26][C:27]([F:29])([F:30])[F:28])[CH:21]=3)[CH:15]=[CH:14]4)[CH2:31][CH2:32][O:33][C:2]=2[N:3]=[CH:4][N:5]=1. (2) Given the reactants [CH3:1][C:2]1[O:3][C:4]2[C:5]([N:10]=1)=[N:6][CH:7]=[CH:8][CH:9]=2.[CH3:11][I:12], predict the reaction product. The product is: [I-:12].[CH3:1][CH:2]1[NH+:10]=[C:5]2[N:6]([CH3:11])[CH:7]=[CH:8][CH:9]=[C:4]2[O:3]1. (3) Given the reactants [CH3:1][N:2]1[CH:7]=[CH:6][C:5]([C:8]([NH2:10])=O)=[CH:4][C:3]1=[O:11].C(OC(C(F)(F)F)=O)(C(F)(F)F)=O, predict the reaction product. The product is: [CH3:1][N:2]1[CH:7]=[CH:6][C:5]([C:8]#[N:10])=[CH:4][C:3]1=[O:11].